From a dataset of Experimentally validated miRNA-target interactions with 360,000+ pairs, plus equal number of negative samples. Binary Classification. Given a miRNA mature sequence and a target amino acid sequence, predict their likelihood of interaction. (1) The miRNA is hsa-miR-7-5p with sequence UGGAAGACUAGUGAUUUUGUUGUU. The protein sequence of the target gene is MLRQIIGQAKKHPSLIPLFVFIGTGATGATLYLLRLALFNPDVCWDRNNPEPWNKLGPNDQYKFYSVNVDYSKLKKERPDF. Result: 1 (interaction). (2) The miRNA is rno-miR-26a-5p with sequence UUCAAGUAAUCCAGGAUAGGCU. The protein sequence of the target gene is MKVHMLVGVLVMVGFTVGKVPVPDIRTCHFCLVEDPSVGCISGSEKCTISSSSLCMVITIYYDVKVRFIVRGCGQYISYRCQEKRNTYFAEYWYQAQCCQYDYCNSWSSPQLQSSLPEPHDRPLALPLSDSQIQWFYQALNLSLPLPNFHAGTEPDGLDPMVTLSLNLGLSFAELRRMYLFLNSSGLLVLPQAGLLTPHPS. Result: 0 (no interaction). (3) The miRNA is hsa-miR-340-5p with sequence UUAUAAAGCAAUGAGACUGAUU. The protein sequence of the target gene is MMADGAAAGAGGSPSLRELRARMVAAANEIAKERRKQDVVNRVATHSSNIRSTFKPVIDGSMLKNDIKQRLARERREEKRRQQDANKETQLLEKERKTKLQYEKQMEERQRKLKERKEKEEQRRIAAEEKRHQKDEAQKEKFTAILYRTLERRRLADDYQQKRWSWGGSAMANSESKTANKRSASTEKLEQGTSALIRQMPLSSAGLQNSVAKRKTDKERSSSLNRRDSNLHSSTDKEQAERKPRVTGVTNYVMQYVTVPLRKCTSDELRAVMFPMSTMKIPPQTKVEESPLEKVETPPK.... Result: 0 (no interaction). (4) The miRNA is hsa-miR-185-5p with sequence UGGAGAGAAAGGCAGUUCCUGA. The protein sequence of the target gene is MSASEGMKFKFHSGEKVLCFEPDPTKARVLYDAKIVDVIVGKDEKGRKIPEYLIHFNGWNRSWDRWAAEDHVLRDTDENRRLQRKLARKAVARLRSTGRKKKRCRLPGVDSVLKGLPTEEKDENDENSLSSSSDCSENKDEEISEESDIEEKTEVKEEPELQTRREMEERTITIEIPEVLKKQLEDDCYYINRRKRLVKLPCQTNIITILESYVKHFAINAAFSANERPRHHHVMPHANMNVHYIPAEKNVDLCKEMVDGLRITFDYTLPLVLLYPYEQAQYKKVTSSKFFLPIKESATS.... Result: 1 (interaction). (5) Result: 0 (no interaction). The miRNA is mmu-miR-26a-5p with sequence UUCAAGUAAUCCAGGAUAGGCU. The protein sequence of the target gene is MASILRSVATTSAVVAAASAIPIAIAFSSSSSSSSTNPKSQSLNFSFLSRSSPRLLGLSRSFVSSPMATALTSDRNLHQEDRAMPQLLTEFMVDMTCEGCVNAVKNKLETIEGIEKVEVDLSNQVVRILGSSPVKAMTQALEQTGRKARLIGQGVPQDFLVSAAVAEFKGPDIFGVVRFAQVSMELARIEANFTGLSPGTHSWCINEYGDLTNGAASTGSLYNPFQDQTGTEPLGDLGTLEADKNGEAFYSGKKEKLKVADLIGRAVVVYKTDDNKSGPGLTAAVIARSAGVGENYKKLC....